The task is: Predict which catalyst facilitates the given reaction.. This data is from Catalyst prediction with 721,799 reactions and 888 catalyst types from USPTO. (1) Reactant: C([O:3][C:4](=[O:29])[C:5]([CH3:28])([S:19]([C:22]1[N:23]([CH3:27])[CH:24]=[CH:25][N:26]=1)(=[O:21])=[O:20])[CH2:6][C:7]1[CH:12]=[CH:11][C:10]([C:13]2[CH:18]=[CH:17][CH:16]=[CH:15][CH:14]=2)=[CH:9][CH:8]=1)C.[OH-].[Na+]. Product: [C:10]1([C:13]2[CH:14]=[CH:15][CH:16]=[CH:17][CH:18]=2)[CH:9]=[CH:8][C:7]([CH2:6][C:5]([CH3:28])([S:19]([C:22]2[N:23]([CH3:27])[CH:24]=[CH:25][N:26]=2)(=[O:21])=[O:20])[C:4]([OH:29])=[O:3])=[CH:12][CH:11]=1. The catalyst class is: 8. (2) Reactant: [Cl:1][C:2]1[C:7]([CH3:8])=[CH:6][C:5]([N:9]2[CH2:14][CH2:13][N:12]([CH3:15])[CH2:11][CH2:10]2)=[CH:4][C:3]=1[CH2:16][C:17]([NH2:19])=[O:18].[NH:20]1[C:28]2[C:23](=[CH:24][CH:25]=[CH:26][CH:27]=2)[C:22]([C:29](=O)[C:30]([O-])=[O:31])=[CH:21]1.C(O[K])(C)(C)C. Product: [Cl:1][C:2]1[C:7]([CH3:8])=[CH:6][C:5]([N:9]2[CH2:10][CH2:11][N:12]([CH3:15])[CH2:13][CH2:14]2)=[CH:4][C:3]=1[C:16]1[C:17](=[O:18])[NH:19][C:30](=[O:31])[C:29]=1[C:22]1[C:23]2[C:28](=[CH:27][CH:26]=[CH:25][CH:24]=2)[NH:20][CH:21]=1. The catalyst class is: 49. (3) Reactant: [C:1]([N:8]1[CH:12]=[CH:11]N=[CH:9]1)(N1C=CN=C1)=O.CN(C)C([C:17]1[NH:18][C:19]2[C:24]([CH:25]=1)=[CH:23][C:22]([NH2:26])=[CH:21][CH:20]=2)C.[CH:28]1[CH:33]=[CH:32][C:31]([O:34][C:35]2[CH:40]=[CH:39][C:38]([NH2:41])=[CH:37][CH:36]=2)=[CH:30][CH:29]=1.CN(C)[CH:44]=[O:45]. Product: [CH3:9][N:8]([CH3:1])[CH2:12][CH2:11][N:18]1[C:19]2[C:24](=[CH:23][C:22]([NH:26][C:44]([NH:41][C:38]3[CH:39]=[CH:40][C:35]([O:34][C:31]4[CH:30]=[CH:29][CH:28]=[CH:33][CH:32]=4)=[CH:36][CH:37]=3)=[O:45])=[CH:21][CH:20]=2)[CH:25]=[CH:17]1. The catalyst class is: 13. (4) Reactant: [C:1]([NH2:9])(=[O:8])[C:2]1[CH:7]=[CH:6][CH:5]=[CH:4][CH:3]=1.[C:10]([OH:14])(=[O:13])[CH:11]=[O:12]. Product: [C:1]([NH:9][CH:11]([OH:12])[C:10]([OH:14])=[O:13])(=[O:8])[C:2]1[CH:7]=[CH:6][CH:5]=[CH:4][CH:3]=1. The catalyst class is: 21. (5) Reactant: [Cl:1][C:2]1[CH:3]=[CH:4][C:5]([CH:23]=[O:24])=[C:6]2[C:10]=1[N:9]=[C:8]1[N:11]([C:15]3[CH:20]=[CH:19][C:18]([Cl:21])=[CH:17][C:16]=3[Cl:22])[CH2:12][CH2:13][CH2:14][N:7]21.[C:25]([Mg]Cl)#[CH:26]. Product: [Cl:1][C:2]1[C:10]2[N:9]=[C:8]3[N:11]([C:15]4[CH:20]=[CH:19][C:18]([Cl:21])=[CH:17][C:16]=4[Cl:22])[CH2:12][CH2:13][CH2:14][N:7]3[C:6]=2[C:5]([CH:23]([OH:24])[C:25]#[CH:26])=[CH:4][CH:3]=1. The catalyst class is: 627. (6) Reactant: C([O-])=O.[NH4+].Cl[C:6]1[N:11]=[N:10][C:9]([NH2:12])=[C:8]([C:13]2[CH:18]=[CH:17][C:16]([O:19][CH3:20])=[CH:15][C:14]=2[CH3:21])[CH:7]=1. Product: [CH3:20][O:19][C:16]1[CH:17]=[CH:18][C:13]([C:8]2[CH:7]=[CH:6][N:11]=[N:10][C:9]=2[NH2:12])=[C:14]([CH3:21])[CH:15]=1. The catalyst class is: 19. (7) Reactant: C(OC([N:8]1[CH2:13][CH2:12][O:11][CH2:10][CH:9]1[CH2:14][O:15][C:16]([N:18]1[CH2:23][CH2:22][N:21]([C:24]2[CH:29]=[CH:28][C:27]([F:30])=[CH:26][C:25]=2[F:31])[CH2:20][CH2:19]1)=[O:17])=O)(C)(C)C.C(O)(C(F)(F)F)=O. The catalyst class is: 2. Product: [F:31][C:25]1[CH:26]=[C:27]([F:30])[CH:28]=[CH:29][C:24]=1[N:21]1[CH2:20][CH2:19][N:18]([C:16]([O:15][CH2:14][CH:9]2[CH2:10][O:11][CH2:12][CH2:13][NH:8]2)=[O:17])[CH2:23][CH2:22]1.